Dataset: NCI-60 drug combinations with 297,098 pairs across 59 cell lines. Task: Regression. Given two drug SMILES strings and cell line genomic features, predict the synergy score measuring deviation from expected non-interaction effect. Drug 1: C1CCN(CC1)CCOC2=CC=C(C=C2)C(=O)C3=C(SC4=C3C=CC(=C4)O)C5=CC=C(C=C5)O. Drug 2: C1C(C(OC1N2C=C(C(=O)NC2=O)F)CO)O. Cell line: SN12C. Synergy scores: CSS=24.5, Synergy_ZIP=0.870, Synergy_Bliss=0.340, Synergy_Loewe=-16.3, Synergy_HSA=-0.686.